This data is from Forward reaction prediction with 1.9M reactions from USPTO patents (1976-2016). The task is: Predict the product of the given reaction. The product is: [NH2:1][C:2]1[N:7]=[C:6]([C:8]2[O:9][CH:10]=[CH:11][CH:12]=2)[C:5]([C:13]#[N:14])=[C:4]([O:22][CH:19]([CH3:21])[CH3:20])[N:3]=1. Given the reactants [NH2:1][C:2]1[N:7]=[C:6]([C:8]2[O:9][CH:10]=[CH:11][CH:12]=2)[C:5]([C:13]#[N:14])=[C:4](S(C)(=O)=O)[N:3]=1.[CH:19]([OH:22])([CH3:21])[CH3:20].C1CCN2C(=NCCC2)CC1, predict the reaction product.